Dataset: Forward reaction prediction with 1.9M reactions from USPTO patents (1976-2016). Task: Predict the product of the given reaction. Given the reactants [NH:1]1[C:9]2[C:4](=[C:5]([C:10]3[CH:18]=[C:17]4[C:13]([CH:14]=[N:15][N:16]4S(C4C=CC(C)=CC=4)(=O)=O)=[C:12]([C:29]4NN=[N:31][N:30]=4)[CH:11]=3)[CH:6]=[CH:7][CH:8]=2)[CH:3]=[CH:2]1.[NH:1]1[C:9]2[C:4](=[C:5]([C:10]3[CH:18]=[C:17]4[C:13]([CH:14]=[N:15][N:16]4S(C4C=CC=CC=4)(=O)=O)=[C:12]([C:29]4NN=[N:31][N:30]=4)[CH:11]=3)[CH:6]=[CH:7][CH:8]=2)[CH:3]=[CH:2]1.[CH3:66][CH:67]([CH3:71])[C:68](Cl)=[O:69].[OH-].[Na+].Cl, predict the reaction product. The product is: [NH:1]1[C:9]2[C:4](=[C:5]([C:10]3[CH:18]=[C:17]4[C:13]([CH:14]=[N:15][NH:16]4)=[C:12]([C:29]4[O:69][C:68]([CH:67]([CH3:71])[CH3:66])=[N:31][N:30]=4)[CH:11]=3)[CH:6]=[CH:7][CH:8]=2)[CH:3]=[CH:2]1.